Regression. Given two drug SMILES strings and cell line genomic features, predict the synergy score measuring deviation from expected non-interaction effect. From a dataset of NCI-60 drug combinations with 297,098 pairs across 59 cell lines. (1) Drug 1: CC1C(C(CC(O1)OC2CC(OC(C2O)C)OC3=CC4=CC5=C(C(=O)C(C(C5)C(C(=O)C(C(C)O)O)OC)OC6CC(C(C(O6)C)O)OC7CC(C(C(O7)C)O)OC8CC(C(C(O8)C)O)(C)O)C(=C4C(=C3C)O)O)O)O. Drug 2: C1=NNC2=C1C(=O)NC=N2. Cell line: CCRF-CEM. Synergy scores: CSS=24.3, Synergy_ZIP=-1.74, Synergy_Bliss=-2.44, Synergy_Loewe=-3.34, Synergy_HSA=-1.86. (2) Drug 1: CC1=CC=C(C=C1)C2=CC(=NN2C3=CC=C(C=C3)S(=O)(=O)N)C(F)(F)F. Drug 2: C1=NC2=C(N1)C(=S)N=CN2. Cell line: RPMI-8226. Synergy scores: CSS=30.6, Synergy_ZIP=-0.934, Synergy_Bliss=0.842, Synergy_Loewe=-24.2, Synergy_HSA=3.25. (3) Drug 1: CC1CCCC2(C(O2)CC(NC(=O)CC(C(C(=O)C(C1O)C)(C)C)O)C(=CC3=CSC(=N3)C)C)C. Drug 2: N.N.Cl[Pt+2]Cl. Cell line: MALME-3M. Synergy scores: CSS=32.3, Synergy_ZIP=-7.30, Synergy_Bliss=-8.98, Synergy_Loewe=-7.05, Synergy_HSA=-3.99.